Dataset: Full USPTO retrosynthesis dataset with 1.9M reactions from patents (1976-2016). Task: Predict the reactants needed to synthesize the given product. (1) Given the product [N+:9]([C:12]1[CH:13]=[CH:14][C:15]([CH2:16][O:17][C:18]2[CH:19]=[C:20]([CH:34]=[CH:35][CH:36]=2)[C:21]([NH:23][C:24]2[CH:29]=[CH:28][CH:27]=[CH:26][C:25]=2[S:30]([NH:31][C:1](=[O:7])[CH2:2][CH2:3][CH2:4][CH2:5][CH3:6])(=[O:33])=[O:32])=[O:22])=[CH:37][CH:38]=1)([O-:11])=[O:10], predict the reactants needed to synthesize it. The reactants are: [C:1](Cl)(=[O:7])[CH2:2][CH2:3][CH2:4][CH2:5][CH3:6].[N+:9]([C:12]1[CH:38]=[CH:37][C:15]([CH2:16][O:17][C:18]2[CH:19]=[C:20]([CH:34]=[CH:35][CH:36]=2)[C:21]([NH:23][C:24]2[CH:29]=[CH:28][CH:27]=[CH:26][C:25]=2[S:30](=[O:33])(=[O:32])[NH2:31])=[O:22])=[CH:14][CH:13]=1)([O-:11])=[O:10]. (2) Given the product [CH2:1]([C:5]1[CH:6]=[N:7][CH:8]=[C:9]2[C:14]=1[N:13]=[C:12]([C:15]([NH2:20])=[O:17])[CH:11]=[CH:10]2)[CH:2]([CH3:3])[CH3:4], predict the reactants needed to synthesize it. The reactants are: [CH2:1]([C:5]1[CH:6]=[N:7][CH:8]=[C:9]2[C:14]=1[N:13]=[C:12]([C:15]([OH:17])=O)[CH:11]=[CH:10]2)[CH:2]([CH3:4])[CH3:3].C(N1C=CN=C1)([N:20]1C=CN=C1)=O.[OH-].[NH4+]. (3) Given the product [S:17]([CH:2]1[CH2:9][CH2:8][CH2:7][CH:6]=[CH:5][CH2:4][CH2:3]1)([CH3:16])(=[O:19])=[O:18], predict the reactants needed to synthesize it. The reactants are: O[CH:2]1[CH2:9][CH2:8][CH2:7][CH:6]=[CH:5][CH2:4][CH2:3]1.N1C=CC=CC=1.[CH3:16][S:17](Cl)(=[O:19])=[O:18]. (4) Given the product [OH:9][C:4]1[C@@H:3]([C@@H:2]([OH:11])[CH2:1][OH:12])[O:10][C:7](=[O:8])[C:5]=1[OH:6], predict the reactants needed to synthesize it. The reactants are: [CH2:1]([OH:12])[C@H:2]([OH:11])[C@@H:3]([OH:10])[C@H:4]([OH:9])[C:5]([CH:7]=[O:8])=[O:6].[Cl-].[Cl-].[Ca+2]. (5) Given the product [F:8][C:9]1[CH:10]=[C:11]([NH2:17])[CH:12]=[N:13][C:14]=1[O:15][CH3:16], predict the reactants needed to synthesize it. The reactants are: C(O)(C(F)(F)F)=O.[F:8][C:9]1[CH:10]=[C:11]([NH:17]C(=O)OC(C)(C)C)[CH:12]=[N:13][C:14]=1[O:15][CH3:16]. (6) Given the product [ClH:1].[O:32]1[C:41]2[CH:40]=[C:39]([CH2:42][NH:3][C@H:4]3[CH2:9][CH2:8][N:7]([CH2:10][CH2:11][N:12]4[C:21]5[C:16](=[N:17][CH:18]=[C:19]([F:22])[CH:20]=5)[CH:15]=[CH:14][C:13]4=[O:23])[CH2:6][C@H:5]3[OH:24])[N:38]=[CH:37][C:36]=2[O:35][CH2:34][CH2:33]1, predict the reactants needed to synthesize it. The reactants are: [ClH:1].Cl.[NH2:3][C@H:4]1[CH2:9][CH2:8][N:7]([CH2:10][CH2:11][N:12]2[C:21]3[C:16](=[N:17][CH:18]=[C:19]([F:22])[CH:20]=3)[CH:15]=[CH:14][C:13]2=[O:23])[CH2:6][C@H:5]1[OH:24].C(N(CC)CC)C.[O:32]1[C:41]2[CH:40]=[C:39]([CH:42]=O)[N:38]=[CH:37][C:36]=2[O:35][CH2:34][CH2:33]1.C(O[BH-](OC(=O)C)OC(=O)C)(=O)C.[Na+].C(=O)([O-])O.[Na+]. (7) Given the product [C:32]([C:3]1[C:2]2[N:7]([CH:38]=[C:37]([CH2:36][Cl:35])[N:1]=2)[C:6]([S:8][CH3:9])=[N:5][C:4]=1[NH:10][C:11]1[CH:16]=[CH:15][C:14]([N:17]2[CH2:22][CH2:21][N:20]([C:23]([O:25][C:26]([CH3:29])([CH3:27])[CH3:28])=[O:24])[CH2:19][CH2:18]2)=[CH:13][C:12]=1[O:30][CH3:31])(=[O:34])[NH2:33], predict the reactants needed to synthesize it. The reactants are: [NH2:1][C:2]1[N:7]=[C:6]([S:8][CH3:9])[N:5]=[C:4]([NH:10][C:11]2[CH:16]=[CH:15][C:14]([N:17]3[CH2:22][CH2:21][N:20]([C:23]([O:25][C:26]([CH3:29])([CH3:28])[CH3:27])=[O:24])[CH2:19][CH2:18]3)=[CH:13][C:12]=2[O:30][CH3:31])[C:3]=1[C:32](=[O:34])[NH2:33].[Cl:35][CH2:36][C:37](=O)[CH2:38]Cl. (8) The reactants are: Cl.[Br:2][C:3]1[CH:15]=[CH:14][C:6]([O:7][CH:8]2[CH2:13][CH2:12][NH:11][CH2:10][CH2:9]2)=[CH:5][CH:4]=1.Br[CH2:17][CH2:18][O:19][CH3:20].C([O-])([O-])=O.[K+].[K+].CN(C=O)C. Given the product [Br:2][C:3]1[CH:15]=[CH:14][C:6]([O:7][CH:8]2[CH2:9][CH2:10][N:11]([CH2:17][CH2:18][O:19][CH3:20])[CH2:12][CH2:13]2)=[CH:5][CH:4]=1, predict the reactants needed to synthesize it. (9) Given the product [CH3:1][N:2]1[C:3]([C:4]2[CH:9]=[CH:8][CH:7]=[C:6]([N+:10]([O-:12])=[O:11])[CH:5]=2)=[N:16][N:15]=[N:14]1, predict the reactants needed to synthesize it. The reactants are: [CH3:1][NH:2][C:3](=O)[C:4]1[CH:9]=[CH:8][CH:7]=[C:6]([N+:10]([O-:12])=[O:11])[CH:5]=1.[N-:14]=[N+:15]=[N-:16].[Na+].FC(F)(F)S(OS(C(F)(F)F)(=O)=O)(=O)=O.[OH-].[Na+].